Predict the product of the given reaction. From a dataset of Forward reaction prediction with 1.9M reactions from USPTO patents (1976-2016). (1) The product is: [CH3:12][O:13][C:2]1[CH:10]=[N:9][C:8]([Cl:11])=[C:7]2[C:3]=1[CH:4]=[CH:5][NH:6]2. Given the reactants Br[C:2]1[CH:10]=[N:9][C:8]([Cl:11])=[C:7]2[C:3]=1[CH:4]=[CH:5][NH:6]2.[CH3:12][O-:13].[Na+].Cl, predict the reaction product. (2) Given the reactants [Cl:1][C:2]1[CH:3]=[C:4]2[C:8](=[CH:9][CH:10]=1)[N:7]([CH3:11])[C:6]([C:12]([OH:14])=O)=[C:5]2[CH3:15].C[O:17][C:18](=[O:37])[CH2:19][CH2:20][C:21]1[CH:26]=[CH:25][C:24]([O:27][C:28]2[CH:33]=[CH:32][CH:31]=[C:30]([CH2:34][NH2:35])[CH:29]=2)=[CH:23][C:22]=1[CH3:36], predict the reaction product. The product is: [Cl:1][C:2]1[CH:3]=[C:4]2[C:8](=[CH:9][CH:10]=1)[N:7]([CH3:11])[C:6]([C:12]([NH:35][CH2:34][C:30]1[CH:29]=[C:28]([CH:33]=[CH:32][CH:31]=1)[O:27][C:24]1[CH:25]=[CH:26][C:21]([CH2:20][CH2:19][C:18]([OH:37])=[O:17])=[C:22]([CH3:36])[CH:23]=1)=[O:14])=[C:5]2[CH3:15]. (3) Given the reactants [C:1]([NH:8][CH2:9][CH:10]([OH:20])[CH2:11][NH:12][C:13]([O:15][C:16]([CH3:19])([CH3:18])[CH3:17])=[O:14])([O:3][C:4]([CH3:7])([CH3:6])[CH3:5])=[O:2].C(N(CC)CC)C.[CH3:28][S:29](Cl)(=[O:31])=[O:30].O, predict the reaction product. The product is: [C:13]([NH:12][CH2:11][CH:10]([O:20][S:29]([CH3:28])(=[O:31])=[O:30])[CH2:9][NH:8][C:1]([O:3][C:4]([CH3:7])([CH3:6])[CH3:5])=[O:2])([O:15][C:16]([CH3:19])([CH3:18])[CH3:17])=[O:14]. (4) Given the reactants [NH:1]([C:8]1[CH:9]=[C:10]([CH:25]=[CH:26][CH:27]=1)[CH2:11][O:12][C:13]1[CH:18]=[CH:17][C:16]([CH2:19][CH2:20][C:21]([O:23]C)=[O:22])=[CH:15][CH:14]=1)[C:2]1[CH:7]=[CH:6][CH:5]=[CH:4][CH:3]=1.[CH2:28](Br)[CH2:29][CH2:30][CH3:31], predict the reaction product. The product is: [CH2:28]([N:1]([C:2]1[CH:7]=[CH:6][CH:5]=[CH:4][CH:3]=1)[C:8]1[CH:9]=[C:10]([CH:25]=[CH:26][CH:27]=1)[CH2:11][O:12][C:13]1[CH:14]=[CH:15][C:16]([CH2:19][CH2:20][C:21]([OH:23])=[O:22])=[CH:17][CH:18]=1)[CH2:29][CH2:30][CH3:31].